From a dataset of Forward reaction prediction with 1.9M reactions from USPTO patents (1976-2016). Predict the product of the given reaction. (1) Given the reactants [CH3:1][NH:2][C:3]1[C:4]([NH2:12])=[CH:5][C:6]([N+:9]([O-:11])=[O:10])=[CH:7][CH:8]=1.[CH3:13][N:14]=[C:15]=S, predict the reaction product. The product is: [CH3:13][NH:14][C:15]1[N:2]([CH3:1])[C:3]2[CH:8]=[CH:7][C:6]([N+:9]([O-:11])=[O:10])=[CH:5][C:4]=2[N:12]=1. (2) Given the reactants [Br:1][C:2]1[CH:10]=[C:6]([C:7]([OH:9])=[O:8])[C:5]([OH:11])=[CH:4][CH:3]=1.[CH3:12][C:13]([CH3:15])=O.FC(F)(F)C(OC(=O)C(F)(F)F)=O, predict the reaction product. The product is: [Br:1][C:2]1[CH:3]=[CH:4][C:5]2[O:11][C:13]([CH3:15])([CH3:12])[O:8][C:7](=[O:9])[C:6]=2[CH:10]=1. (3) Given the reactants [Si]([O:8][C@@H:9]1[C@@:37]2([CH3:38])[C:13](=[CH:14][CH:15]=[C:16]3[C@@H:36]2[CH2:35][CH2:34][C@@:33]2([CH3:39])[C@H:17]3[CH2:18][CH:19]=[C:20]2[C@@H:21]([S:23][CH2:24][CH2:25][CH2:26][C:27]([CH2:31][CH3:32])([OH:30])[CH2:28][CH3:29])[CH3:22])[CH2:12][C@@H:11]([OH:40])[CH2:10]1)(C(C)(C)C)(C)C.[F-].C([N+](CCCC)(CCCC)CCCC)CCC, predict the reaction product. The product is: [OH:8][C@@H:9]1[C@@:37]2([CH3:38])[C:13](=[CH:14][CH:15]=[C:16]3[C@@H:36]2[CH2:35][CH2:34][C@@:33]2([CH3:39])[C@H:17]3[CH2:18][CH:19]=[C:20]2[C@@H:21]([S:23][CH2:24][CH2:25][CH2:26][C:27]([CH2:31][CH3:32])([OH:30])[CH2:28][CH3:29])[CH3:22])[CH2:12][C@@H:11]([OH:40])[CH2:10]1. (4) Given the reactants [I:1][C:2]1[CH:3]=[C:4]2[C:8](=[CH:9][CH:10]=1)[NH:7][CH:6]=[CH:5]2.CN(C=O)C.[H-].[Na+].[CH:18]([Si:21]([CH:26]([CH3:28])[CH3:27])([CH:23]([CH3:25])[CH3:24])Cl)([CH3:20])[CH3:19], predict the reaction product. The product is: [I:1][C:2]1[CH:3]=[C:4]2[C:8](=[CH:9][CH:10]=1)[N:7]([Si:21]([CH:26]([CH3:28])[CH3:27])([CH:23]([CH3:25])[CH3:24])[CH:18]([CH3:20])[CH3:19])[CH:6]=[CH:5]2.